From a dataset of Peptide-MHC class II binding affinity with 134,281 pairs from IEDB. Regression. Given a peptide amino acid sequence and an MHC pseudo amino acid sequence, predict their binding affinity value. This is MHC class II binding data. (1) The peptide sequence is MSFVTTQPEALAAAA. The MHC is DRB1_0301 with pseudo-sequence DRB1_0301. The binding affinity (normalized) is 0.170. (2) The peptide sequence is DAYICAIRRAKSFIY. The MHC is DRB1_0405 with pseudo-sequence DRB1_0405. The binding affinity (normalized) is 0.536. (3) The peptide sequence is KGGRKPARLIVYPDLGSRVC. The MHC is DRB5_0101 with pseudo-sequence DRB5_0101. The binding affinity (normalized) is 0.328. (4) The peptide sequence is KLDLTILGLAAEWVL. The MHC is DRB1_0401 with pseudo-sequence DRB1_0401. The binding affinity (normalized) is 0.324. (5) The peptide sequence is GCIHMARSLANEWRD. The MHC is DRB5_0101 with pseudo-sequence DRB5_0101. The binding affinity (normalized) is 0.556. (6) The peptide sequence is YFKGNFERLAITKGK. The MHC is HLA-DQA10104-DQB10503 with pseudo-sequence HLA-DQA10104-DQB10503. The binding affinity (normalized) is 0.136. (7) The peptide sequence is AFILDGDNLFAKV. The MHC is DRB3_0101 with pseudo-sequence DRB3_0101. The binding affinity (normalized) is 0.836. (8) The peptide sequence is PPDAASAAPLRTITA. The MHC is DRB5_0101 with pseudo-sequence DRB5_0101. The binding affinity (normalized) is 0.351. (9) The peptide sequence is KPVSKMRMATPLLMQALP. The MHC is DRB1_0401 with pseudo-sequence DRB1_0401. The binding affinity (normalized) is 0.770.